From a dataset of Full USPTO retrosynthesis dataset with 1.9M reactions from patents (1976-2016). Predict the reactants needed to synthesize the given product. (1) Given the product [CH2:14]([O:13][C:11]([C:10]1[C:9]2[CH:16]=[CH:17][C:18]([O:20][CH3:21])=[CH:19][C:8]=2[O:7][CH:6]=1)=[O:12])[CH3:15], predict the reactants needed to synthesize it. The reactants are: C(OC([C:6]1[O:7][C:8]2[CH:19]=[C:18]([O:20][CH3:21])[CH:17]=[CH:16][C:9]=2[C:10]=1[C:11]([O:13][CH2:14][CH3:15])=[O:12])=O)C.[Cl-].[Na+].O. (2) Given the product [CH3:17][C:16]1[N:15]=[CH:14][NH:13][C:12]=1[CH:11]=[C:10]1[C:3]2[C:2]([N:23]3[CH2:24][CH2:25][N:20]([CH3:19])[CH2:21][CH2:22]3)=[N:7][CH:6]=[N:5][C:4]=2[NH:8][C:9]1=[O:18], predict the reactants needed to synthesize it. The reactants are: Cl[C:2]1[C:3]2[C:10](=[CH:11][C:12]3[NH:13][CH:14]=[N:15][C:16]=3[CH3:17])[C:9](=[O:18])[NH:8][C:4]=2[N:5]=[CH:6][N:7]=1.[CH3:19][N:20]1[CH2:25][CH2:24][NH:23][CH2:22][CH2:21]1. (3) The reactants are: [Br:1][C:2]1[C:11]([F:12])=[CH:10][C:5]([C:6](OC)=[O:7])=[C:4]([OH:13])[CH:3]=1. Given the product [Br:1][C:2]1[C:11]([F:12])=[CH:10][C:5]([CH2:6][OH:7])=[C:4]([OH:13])[CH:3]=1, predict the reactants needed to synthesize it. (4) Given the product [Cl:37][C:38]1[CH:39]=[C:15]([CH:19]=[CH:42][CH:43]=1)[O:16][CH2:17][C:18]1[CH:47]=[CH:45][O:46][C:14]=1[CH:11]1[CH2:10][CH2:9][NH:8][CH2:13][CH2:12]1.[C:45]([OH:51])([C:47]([F:50])([F:49])[F:48])=[O:46], predict the reactants needed to synthesize it. The reactants are: C(OC([N:8]1[CH2:13][CH2:12][CH:11]([C:14]2[CH:18]=[CH:17][O:16][C:15]=2[CH2:19]OS(C2C=CC(C)=CC=2)(=O)=O)[CH2:10][CH2:9]1)=O)(C)(C)C.C(=O)([O-])[O-].[K+].[K+].[Cl:37][C:38]1[CH:39]=C(O)C=[CH:42][CH:43]=1.[C:45]([OH:51])([C:47]([F:50])([F:49])[F:48])=[O:46]. (5) Given the product [NH:26]1[CH:25]=[CH:20][C:7]([C:9]2[CH:18]=[CH:17][C:12]([C:13]([O:15][CH3:16])=[O:14])=[CH:11][CH:10]=2)=[CH:8]1, predict the reactants needed to synthesize it. The reactants are: CC(C)([O-])C.[Na+].[CH:7]([C:9]1[CH:18]=[CH:17][C:12]([C:13]([O:15][CH3:16])=[O:14])=[CH:11][CH:10]=1)=[CH2:8].C1(C)C=CC=C[C:20]=1[CH2:25][N+:26]#[C-]. (6) Given the product [Br:1][C:2]1[N:10]=[C:9]([NH2:11])[N:8]=[C:7]2[C:3]=1[N:4]=[CH:5][N:6]2[CH2:20][C:15]1[C:14]([CH3:22])=[C:13]([Br:12])[C:18]([CH3:19])=[CH:17][N:16]=1, predict the reactants needed to synthesize it. The reactants are: [Br:1][C:2]1[N:10]=[C:9]([NH2:11])[N:8]=[C:7]2[C:3]=1[N:4]=[CH:5][NH:6]2.[Br:12][C:13]1[C:18]([CH3:19])=[CH:17][N:16]=[C:15]([CH2:20]Cl)[C:14]=1[CH3:22].C([O-])([O-])=O.[K+].[K+]. (7) Given the product [F:23][C:21]([F:22])([F:24])[C:19]1[CH:18]=[C:17]([C@H:25]2[O:29][C:28](=[O:30])[N:27]([CH2:31][C:32]3[C:37]([C:38]4[C:39]([O:47][CH3:48])=[N:40][CH:41]=[C:42]([CH:44]([CH3:45])[CH3:46])[CH:43]=4)=[CH:36][N:35]=[C:34]([S:1]([CH3:9])(=[O:6])=[O:2])[N:33]=3)[C@H:26]2[CH3:51])[CH:16]=[C:15]([C:14]([F:13])([F:53])[F:52])[CH:20]=1, predict the reactants needed to synthesize it. The reactants are: [S:1]([O-:6])(O[O-])(=O)=[O:2].[K+].[K+].[C:9](#N)C.O.[F:13][C:14]([F:53])([F:52])[C:15]1[CH:16]=[C:17]([C@H:25]2[O:29][C:28](=[O:30])[N:27]([CH2:31][C:32]3[C:37]([C:38]4[C:39]([O:47][CH3:48])=[N:40][CH:41]=[C:42]([CH:44]([CH3:46])[CH3:45])[CH:43]=4)=[CH:36][N:35]=[C:34](SC)[N:33]=3)[C@H:26]2[CH3:51])[CH:18]=[C:19]([C:21]([F:24])([F:23])[F:22])[CH:20]=1. (8) Given the product [CH3:30][O:31][C:32]([N:21]1[CH2:20][CH2:19][C:18]2[C:23](=[C:14]([O:13][CH2:12][C:11](=[O:24])[N:10]([CH2:3][C:4]3[CH:5]=[CH:6][CH:7]=[CH:8][CH:9]=3)[CH2:25][CH2:26][N:27]([CH3:29])[CH3:28])[CH:15]=[CH:16][CH:17]=2)[CH2:22]1)=[O:33], predict the reactants needed to synthesize it. The reactants are: Cl.Cl.[CH2:3]([N:10]([CH2:25][CH2:26][N:27]([CH3:29])[CH3:28])[C:11](=[O:24])[CH2:12][O:13][C:14]1[CH:15]=[CH:16][CH:17]=[C:18]2[C:23]=1[CH2:22][NH:21][CH2:20][CH2:19]2)[C:4]1[CH:9]=[CH:8][CH:7]=[CH:6][CH:5]=1.[CH3:30][O:31][C:32](Cl)=[O:33].C([O-])(O)=O.[Na+].